This data is from Full USPTO retrosynthesis dataset with 1.9M reactions from patents (1976-2016). The task is: Predict the reactants needed to synthesize the given product. (1) The reactants are: C([O:8][NH:9][C:10](=[O:27])[CH2:11][CH2:12][CH:13]([C:24]([OH:26])=[O:25])[CH2:14][C:15]1[CH:23]=[CH:22][C:18]([C:19]([OH:21])=[O:20])=[CH:17][CH:16]=1)C1C=CC=CC=1.[OH-].[Na+:29]. Given the product [Na+:29].[Na+:29].[C:24]([CH:13]([CH2:12][CH2:11][C:10]([NH:9][OH:8])=[O:27])[CH2:14][C:15]1[CH:16]=[CH:17][C:18]([C:19]([O-:21])=[O:20])=[CH:22][CH:23]=1)([OH:26])=[O:25].[C:24]([CH:13]([CH2:12][CH2:11][C:10](=[O:27])[NH:9][OH:8])[CH2:14][C:15]1[CH:16]=[CH:17][C:18]([C:19]([O-:21])=[O:20])=[CH:22][CH:23]=1)([OH:26])=[O:25], predict the reactants needed to synthesize it. (2) Given the product [OH:4][C:5]1[CH:10]=[CH:9][C:8]([C:11]2[C:20]3[C:15](=[CH:16][C:17]([OH:21])=[CH:18][CH:19]=3)[CH2:14][CH2:13][C:12]=2[C:23]2[CH:24]=[CH:25][CH:26]=[CH:27][CH:28]=2)=[CH:7][CH:6]=1, predict the reactants needed to synthesize it. The reactants are: ClCCl.[OH:4][C:5]1[CH:10]=[CH:9][C:8]([C:11]2[C:20]3[C:15](=[CH:16][C:17]([O:21]C)=[CH:18][CH:19]=3)[CH2:14][CH2:13][C:12]=2[C:23]2[CH:28]=[CH:27][CH:26]=[CH:25][CH:24]=2)=[CH:7][CH:6]=1.B(Br)(Br)Br.C([O-])(O)=O.[Na+]. (3) Given the product [NH2:3][C@@H:4]1[CH2:9][C:8]([CH3:11])([CH3:10])[O:7][C@@H:6]([C:12]2[CH:21]=[CH:20][C:15]([C:16]([O:18][CH3:19])=[O:17])=[CH:14][CH:13]=2)[CH2:5]1, predict the reactants needed to synthesize it. The reactants are: CO[N:3]=[C:4]1[CH2:9][C:8]([CH3:11])([CH3:10])[O:7][CH:6]([C:12]2[CH:21]=[CH:20][C:15]([C:16]([O:18][CH3:19])=[O:17])=[CH:14][CH:13]=2)[CH2:5]1.[H][H]. (4) Given the product [N:17]1[NH:29][N:30]=[N:31][C:16]=1[N:13]1[CH2:12][CH2:11][CH:10]([N:7]2[CH2:8][CH2:9][C@H:5]([O:4][C:3]3[CH:19]=[CH:20][C:21]([S:23]([CH3:26])(=[O:25])=[O:24])=[CH:22][C:2]=3[F:1])[C:6]2=[O:18])[CH2:15][CH2:14]1, predict the reactants needed to synthesize it. The reactants are: [F:1][C:2]1[CH:22]=[C:21]([S:23]([CH3:26])(=[O:25])=[O:24])[CH:20]=[CH:19][C:3]=1[O:4][C@H:5]1[CH2:9][CH2:8][N:7]([CH:10]2[CH2:15][CH2:14][N:13]([C:16]#[N:17])[CH2:12][CH2:11]2)[C:6]1=[O:18].[NH4+].[Cl-].[N-:29]=[N+:30]=[N-:31].[Na+]. (5) Given the product [F:1][C:2]([F:7])([F:6])[C@H:3]([OH:4])[CH2:5][NH:18][CH2:17][C:16]1[CH:19]=[CH:20][CH:21]=[C:14]([O:13][C:9]([F:8])([F:22])[CH:10]([F:11])[F:12])[CH:15]=1, predict the reactants needed to synthesize it. The reactants are: [F:1][C:2]([F:7])([F:6])[C@H:3]1[CH2:5][O:4]1.[F:8][C:9]([F:22])([O:13][C:14]1[CH:15]=[C:16]([CH:19]=[CH:20][CH:21]=1)[CH2:17][NH2:18])[CH:10]([F:12])[F:11]. (6) Given the product [CH:40]1([CH2:43][O:44][C:45]2[CH:53]=[CH:52][C:48]3[O:49][CH2:50][O:51][C:47]=3[C:46]=2[C:54]2[C:55]3[NH:62][CH:61]=[C:60]([C:63]([NH:2][C@@H:3]([CH2:33][C:34]4[CH:35]=[CH:36][CH:37]=[CH:38][CH:39]=4)[C:4]([N:6]4[CH2:7][CH2:8][CH:9]([N:12]5[N:21]=[C:20]([C:22]6[CH:27]=[CH:26][C:25]([O:28][CH3:29])=[C:24]([O:30][CH3:31])[CH:23]=6)[C@@H:19]6[C@@H:14]([CH2:15][CH2:16][CH2:17][CH2:18]6)[C:13]5=[O:32])[CH2:10][CH2:11]4)=[O:5])=[O:64])[C:56]=3[N:57]=[CH:58][N:59]=2)[CH2:41][CH2:42]1, predict the reactants needed to synthesize it. The reactants are: Cl.[NH2:2][C@@H:3]([CH2:33][C:34]1[CH:39]=[CH:38][CH:37]=[CH:36][CH:35]=1)[C:4]([N:6]1[CH2:11][CH2:10][CH:9]([N:12]2[N:21]=[C:20]([C:22]3[CH:27]=[CH:26][C:25]([O:28][CH3:29])=[C:24]([O:30][CH3:31])[CH:23]=3)[C@@H:19]3[C@@H:14]([CH2:15][CH2:16][CH2:17][CH2:18]3)[C:13]2=[O:32])[CH2:8][CH2:7]1)=[O:5].[CH:40]1([CH2:43][O:44][C:45]2[CH:53]=[CH:52][C:48]3[O:49][CH2:50][O:51][C:47]=3[C:46]=2[C:54]2[C:55]3[NH:62][CH:61]=[C:60]([C:63](O)=[O:64])[C:56]=3[N:57]=[CH:58][N:59]=2)[CH2:42][CH2:41]1.CN(C(ON1N=NC2C=CC=CC1=2)=[N+](C)C)C.F[P-](F)(F)(F)(F)F.CCN(C(C)C)C(C)C.C(=O)(O)[O-].[Na+].